From a dataset of Peptide-MHC class I binding affinity with 185,985 pairs from IEDB/IMGT. Regression. Given a peptide amino acid sequence and an MHC pseudo amino acid sequence, predict their binding affinity value. This is MHC class I binding data. (1) The peptide sequence is RVTTELNIV. The MHC is HLA-A02:02 with pseudo-sequence HLA-A02:02. The binding affinity (normalized) is 0.285. (2) The peptide sequence is FTDPSSIAA. The MHC is HLA-A01:01 with pseudo-sequence HLA-A01:01. The binding affinity (normalized) is 0.937. (3) The peptide sequence is YPAVINSNI. The MHC is HLA-B39:01 with pseudo-sequence HLA-B39:01. The binding affinity (normalized) is 0.266. (4) The peptide sequence is FYKRKAMAW. The MHC is HLA-A11:01 with pseudo-sequence HLA-A11:01. The binding affinity (normalized) is 0.0847. (5) The peptide sequence is KAVYNFATCG. The MHC is H-2-Kb with pseudo-sequence H-2-Kb. The binding affinity (normalized) is 0.0735.